From a dataset of Forward reaction prediction with 1.9M reactions from USPTO patents (1976-2016). Predict the product of the given reaction. (1) Given the reactants [Cl:1][C:2]1[CH:7]=[CH:6][C:5]([CH2:8][CH:9]([CH3:13])[CH2:10][S:11][CH3:12])=[CH:4][N:3]=1.ClC1C=C(C=CC=1)C(OO)=[O:19], predict the reaction product. The product is: [Cl:1][C:2]1[CH:7]=[CH:6][C:5]([CH2:8][CH:9]([CH3:13])[CH2:10][S:11]([CH3:12])=[O:19])=[CH:4][N:3]=1. (2) Given the reactants [F:1][C:2]1[CH:7]=[CH:6][C:5]([O:8][C:9]2[CH:14]=[C:13]([F:15])[CH:12]=[C:11]([NH:16][C:17]3[CH:22]=[CH:21][C:20]([I:23])=[CH:19][C:18]=3[F:24])[C:10]=2[N+:25]([O-])=O)=[CH:4][C:3]=1[NH:28][S:29](=[O:32])(=[O:31])[NH2:30].S(S([O-])=O)([O-])=O.[Na+].[Na+], predict the reaction product. The product is: [NH2:25][C:10]1[C:11]([NH:16][C:17]2[CH:22]=[CH:21][C:20]([I:23])=[CH:19][C:18]=2[F:24])=[CH:12][C:13]([F:15])=[CH:14][C:9]=1[O:8][C:5]1[CH:6]=[CH:7][C:2]([F:1])=[C:3]([NH:28][S:29](=[O:31])(=[O:32])[NH2:30])[CH:4]=1.